This data is from Retrosynthesis with 50K atom-mapped reactions and 10 reaction types from USPTO. The task is: Predict the reactants needed to synthesize the given product. (1) Given the product COCC(=O)Nc1cc2c(cc1F)C(=Cc1[nH]c3c(c1C)C(=O)N(CCN1CCOCC1)CCC3)C(=O)N2, predict the reactants needed to synthesize it. The reactants are: COCC(=O)Nc1cc2c(cc1F)CC(=O)N2.Cc1c(C=O)[nH]c2c1C(=O)N(CCN1CCOCC1)CCC2. (2) Given the product Nc1cnc(-c2ccc(C3CCC3)c(OCc3cccc(F)c3F)c2F)cn1, predict the reactants needed to synthesize it. The reactants are: Fc1cccc(CBr)c1F.Nc1cnc(-c2ccc(C3CCC3)c(O)c2F)cn1. (3) Given the product CN(c1nc(Cl)ncc1Cl)C1CCC2(CCCN(C(=O)OC(C)(C)C)C2)C1, predict the reactants needed to synthesize it. The reactants are: CNC1CCC2(CCCN(C(=O)OC(C)(C)C)C2)C1.Clc1ncc(Cl)c(Cl)n1. (4) Given the product Cc1ccccc1-c1cnccc1C(=O)NCc1cc(C(F)(F)F)cc(C(F)(F)F)c1, predict the reactants needed to synthesize it. The reactants are: Cc1ccccc1-c1cnccc1C(=O)O.NCc1cc(C(F)(F)F)cc(C(F)(F)F)c1. (5) Given the product CCc1ccc(CCOc2ccc(N)cc2)nc1, predict the reactants needed to synthesize it. The reactants are: CCc1ccc(CCOc2ccc([N+](=O)[O-])cc2)nc1. (6) Given the product O=C(CC1CCNCC1)Nc1ccc(-c2ccccc2)cc1, predict the reactants needed to synthesize it. The reactants are: CC(C)(C)OC(=O)N1CCC(CC(=O)Nc2ccc(-c3ccccc3)cc2)CC1. (7) The reactants are: CNOC.O=C(O)c1ccsc1. Given the product CON(C)C(=O)c1ccsc1, predict the reactants needed to synthesize it.